Dataset: Full USPTO retrosynthesis dataset with 1.9M reactions from patents (1976-2016). Task: Predict the reactants needed to synthesize the given product. (1) Given the product [CH3:15][O:16][C:17](=[O:18])[CH2:19][CH2:20][C:21]([NH:1][C:2]1[CH:3]=[N:4][CH:5]=[CH:6][CH:7]=1)=[O:22], predict the reactants needed to synthesize it. The reactants are: [NH2:1][C:2]1[CH:3]=[N:4][CH:5]=[CH:6][CH:7]=1.C(N(CC)CC)C.[CH3:15][O:16][C:17]([CH2:19][CH2:20][C:21](Cl)=[O:22])=[O:18].O. (2) Given the product [NH2:9][C:3]1[N:4]=[CH:5][N:6]=[C:7]([NH:10][CH2:11][CH:12]2[CH2:13][CH2:14][N:15]([C:18](=[O:20])[C:41]#[CH:42])[CH2:16][CH2:17]2)[C:2]=1[C:29]1[CH:30]=[CH:31][C:26]([O:25][C:32]2[CH:37]=[CH:36][CH:35]=[CH:34][CH:33]=2)=[CH:27][CH:28]=1, predict the reactants needed to synthesize it. The reactants are: Cl[C:2]1[C:3]([NH2:9])=[N:4][CH:5]=[N:6][C:7]=1Cl.[NH2:10][CH2:11][CH:12]1[CH2:17][CH2:16][N:15]([C:18]([O:20]C(C)(C)C)=O)[CH2:14][CH2:13]1.[O:25]([C:32]1[CH:37]=[CH:36][C:35](B(O)O)=[CH:34][CH:33]=1)[C:26]1[CH:31]=[CH:30][CH:29]=[CH:28][CH:27]=1.[C:41](O)(=O)[C:42]#C.